Dataset: Catalyst prediction with 721,799 reactions and 888 catalyst types from USPTO. Task: Predict which catalyst facilitates the given reaction. (1) Reactant: P([O-])(O)(O)=O.[Na+].[C:7]1([CH:13]([C:19](OCC)=[O:20])[C:14](OCC)=[O:15])[CH:12]=[CH:11][CH:10]=[CH:9][CH:8]=1.[BH4-].[Na+]. The catalyst class is: 494. Product: [C:7]1([CH:13]([CH2:14][OH:15])[CH2:19][OH:20])[CH:12]=[CH:11][CH:10]=[CH:9][CH:8]=1. (2) Reactant: [F:1][C:2]1[CH:7]=[C:6]([CH:8]([CH3:10])[CH3:9])[CH:5]=[CH:4][N:3]=1.OO.NC(N)=[O:15].FC(F)(F)C(OC(=O)C(F)(F)F)=O. Product: [F:1][C:2]1[CH:7]=[C:6]([CH:8]([CH3:10])[CH3:9])[CH:5]=[CH:4][N+:3]=1[O-:15]. The catalyst class is: 4.